Dataset: Reaction yield outcomes from USPTO patents with 853,638 reactions. Task: Predict the reaction yield, written as a fraction of the theoretical maximum amount of product (1.0 means a 100% yield; for example, 0.34 means a 34% yield). (1) The reactants are O[C:2]1[CH:3]=[C:4]([C:13]([O:15][CH2:16][CH3:17])=[O:14])[CH:5]=[C:6]([CH:12]=1)[C:7]([O:9][CH2:10][CH3:11])=[O:8].Br[CH2:19][CH2:20][CH2:21][CH2:22][CH2:23][CH2:24][O:25][C:26]1[CH:31]=[CH:30][C:29]([N:32]=[N:33][C:34]2[CH:39]=[CH:38][C:37]([CH3:40])=[CH:36][CH:35]=2)=[CH:28][CH:27]=1.CC(C)=[O:43]. The catalyst is O. The product is [CH3:40][C:37]1[CH:38]=[CH:39][C:34]([N:33]=[N:32][C:29]2[CH:30]=[CH:31][C:26]([O:25][CH2:24][CH2:23][CH2:22][CH2:21][CH2:20][CH2:19][O:43][C:5]3[C:4]([C:13]([O:15][CH2:16][CH3:17])=[O:14])=[CH:3][CH:2]=[CH:12][C:6]=3[C:7]([O:9][CH2:10][CH3:11])=[O:8])=[CH:27][CH:28]=2)=[CH:35][CH:36]=1. The yield is 0.830. (2) The reactants are O.[NH2:2][NH2:3].C[O:5][C:6](=O)[C:7]([NH:9][C:10]1[CH:15]=[CH:14][C:13]([C@H:16]2[CH2:21][CH2:20][C@H:19]([C:22]([O:24][C:25]([CH3:28])([CH3:27])[CH3:26])=[O:23])[CH2:18][CH2:17]2)=[CH:12][CH:11]=1)=[O:8]. The catalyst is CCO. The product is [NH:2]([C:6](=[O:5])[C:7]([NH:9][C:10]1[CH:15]=[CH:14][C:13]([C@H:16]2[CH2:21][CH2:20][C@H:19]([C:22]([O:24][C:25]([CH3:28])([CH3:27])[CH3:26])=[O:23])[CH2:18][CH2:17]2)=[CH:12][CH:11]=1)=[O:8])[NH2:3]. The yield is 0.920. (3) The reactants are C[O:2][C:3](=[O:37])[CH2:4][C:5]1[CH:10]=[CH:9][C:8]([O:11][CH2:12][CH2:13][C:14]2[N:15]=[C:16]([NH:19][C:20]([NH:22][C:23]3[CH:28]=[CH:27][C:26]([CH3:29])=[CH:25][C:24]=3[C:30]([CH:32]3[CH2:36][CH2:35][CH2:34][CH2:33]3)=[O:31])=[O:21])[S:17][CH:18]=2)=[CH:7][CH:6]=1. The catalyst is [Li+].[OH-]. The product is [CH:32]1([C:30]([C:24]2[CH:25]=[C:26]([CH3:29])[CH:27]=[CH:28][C:23]=2[NH:22][C:20](=[O:21])[NH:19][C:16]2[S:17][CH:18]=[C:14]([CH2:13][CH2:12][O:11][C:8]3[CH:7]=[CH:6][C:5]([CH2:4][C:3]([OH:37])=[O:2])=[CH:10][CH:9]=3)[N:15]=2)=[O:31])[CH2:36][CH2:35][CH2:34][CH2:33]1. The yield is 0.860. (4) The reactants are [CH3:1][O:2][C:3]1[CH:4]=[C:5]2[C:10](=[CH:11][C:12]=1[O:13][CH3:14])[N:9]=[CH:8][CH:7]=[C:6]2[O:15][C:16]1[CH:21]=[CH:20][C:19]([CH3:22])=[C:18]([CH3:23])[CH:17]=1.[ClH:24].CO. No catalyst specified. The product is [ClH:24].[CH3:1][O:2][C:3]1[CH:4]=[C:5]2[C:10](=[CH:11][C:12]=1[O:13][CH3:14])[N:9]=[CH:8][CH:7]=[C:6]2[O:15][C:16]1[CH:21]=[CH:20][C:19]([CH3:22])=[C:18]([CH3:23])[CH:17]=1. The yield is 0.870. (5) The reactants are [H-].[Na+].[C:3]([O:11][CH2:12][CH3:13])(=[O:10])[CH2:4][C:5]([O:7][CH2:8][CH3:9])=[O:6].[H][H].I[CH2:17][CH2:18][CH2:19][C:20]1[CH:29]=[CH:28][C:27]([O:30][CH3:31])=[C:26]2[C:21]=1[CH:22]=[CH:23][C:24](=[O:33])[N:25]2[CH3:32].Cl. The catalyst is ClCCl.C1COCC1. The product is [CH3:31][O:30][C:27]1[CH:28]=[CH:29][C:20]([CH2:19][CH2:18][CH2:17][CH:4]([C:5]([O:7][CH2:8][CH3:9])=[O:6])[C:3]([O:11][CH2:12][CH3:13])=[O:10])=[C:21]2[C:26]=1[N:25]([CH3:32])[C:24](=[O:33])[CH:23]=[CH:22]2. The yield is 0.930.